This data is from Catalyst prediction with 721,799 reactions and 888 catalyst types from USPTO. The task is: Predict which catalyst facilitates the given reaction. (1) Product: [CH3:8][O:7][C:5](=[O:6])[C:4]1[CH:3]=[C:2]([O:1][C:21]2[CH:22]=[CH:23][C:18]([S:15]([C:14]([F:26])([F:25])[F:13])(=[O:17])=[O:16])=[CH:19][CH:20]=2)[CH:11]=[C:10]([O:12][C:21]2[CH:20]=[CH:19][C:18]([S:15]([C:14]([F:25])([F:13])[F:26])(=[O:17])=[O:16])=[CH:23][CH:22]=2)[CH:9]=1. The catalyst class is: 3. Reactant: [OH:1][C:2]1[CH:3]=[C:4]([CH:9]=[C:10]([OH:12])[CH:11]=1)[C:5]([O:7][CH3:8])=[O:6].[F:13][C:14]([F:26])([F:25])[S:15]([C:18]1[CH:23]=[CH:22][C:21](Cl)=[CH:20][CH:19]=1)(=[O:17])=[O:16].C(=O)([O-])[O-].[K+].[K+]. (2) Reactant: [Cl:1][C:2]1[CH:3]=[C:4]([CH:18]=[C:19]([F:21])[CH:20]=1)[CH2:5][CH:6]1[C:10]2[NH:11][C:12]([C:14]([O:16]C)=[O:15])=[CH:13][C:9]=2[CH2:8][CH2:7]1.[OH-].[Li+].CO. Product: [Cl:1][C:2]1[CH:3]=[C:4]([CH:18]=[C:19]([F:21])[CH:20]=1)[CH2:5][CH:6]1[C:10]2[NH:11][C:12]([C:14]([OH:16])=[O:15])=[CH:13][C:9]=2[CH2:8][CH2:7]1. The catalyst class is: 1. (3) Reactant: [CH3:1][NH:2][CH2:3][CH2:4][OH:5].[O-2].[Al+3].[O-2].[O-2].[Al+3].[C:19](O[C:19]([O:21][C:22]([CH3:25])([CH3:24])[CH3:23])=[O:20])([O:21][C:22]([CH3:25])([CH3:24])[CH3:23])=[O:20]. Product: [OH:5][CH2:4][CH2:3][N:2]([CH3:1])[C:19](=[O:20])[O:21][C:22]([CH3:23])([CH3:24])[CH3:25]. The catalyst class is: 13.